From a dataset of Catalyst prediction with 721,799 reactions and 888 catalyst types from USPTO. Predict which catalyst facilitates the given reaction. (1) Reactant: [NH2:1][C:2]1[CH:7]=[CH:6][C:5]([CH2:8][CH2:9][NH:10][C:11](=[O:18])[CH2:12][CH2:13][CH2:14][CH2:15][CH2:16][CH3:17])=[CH:4][CH:3]=1.C(=O)([O-])[O-].[Cs+].[Cs+].[C:25]([O:29][C:30](=[O:35])[C:31](Br)([CH3:33])[CH3:32])([CH3:28])([CH3:27])[CH3:26].CN(C)C=O. Product: [C:25]([O:29][C:30](=[O:35])[C:31]([NH:1][C:2]1[CH:3]=[CH:4][C:5]([CH2:8][CH2:9][NH:10][C:11](=[O:18])[CH2:12][CH2:13][CH2:14][CH2:15][CH2:16][CH3:17])=[CH:6][CH:7]=1)([CH3:33])[CH3:32])([CH3:28])([CH3:27])[CH3:26]. The catalyst class is: 6. (2) Reactant: [NH2:1][C:2]1[CH:7]=[C:6]([CH2:8][N:9]2[C:13]([CH3:15])([CH3:14])[C:12](=[O:16])[N:11]([C:17]3[CH:22]=[CH:21][C:20]([S:23]([C:26]([F:29])([F:28])[F:27])(=[O:25])=[O:24])=[CH:19][CH:18]=3)[C:10]2=[O:30])[CH:5]=[CH:4][N:3]=1.[C:31](N)(=[O:33])[CH3:32].CC1(C)C2C=CC=C(P(C3C=CC=CC=3)C3C=CC=CC=3)C=2OC2C1=CC=CC=2P(C1C=CC=CC=1)C1C=CC=CC=1.C(=O)([O-])[O-].[Cs+].[Cs+]. Product: [CH3:14][C:13]1([CH3:15])[N:9]([CH2:8][C:6]2[CH:5]=[CH:4][N:3]=[C:2]([NH:1][C:31](=[O:33])[CH3:32])[CH:7]=2)[C:10](=[O:30])[N:11]([C:17]2[CH:18]=[CH:19][C:20]([S:23]([C:26]([F:27])([F:28])[F:29])(=[O:25])=[O:24])=[CH:21][CH:22]=2)[C:12]1=[O:16]. The catalyst class is: 160.